From a dataset of Catalyst prediction with 721,799 reactions and 888 catalyst types from USPTO. Predict which catalyst facilitates the given reaction. (1) Reactant: Br[C:2]1[C:10]2[O:9][CH2:8][C@@H:7]([N:11]([C:26](=[O:31])[C:27]([F:30])([F:29])[F:28])[C:12]3[CH:25]=[CH:24][C:15]4[C@H:16]([CH2:19][C:20]([O:22][CH3:23])=[O:21])[CH2:17][O:18][C:14]=4[CH:13]=3)[C:6]=2[CH:5]=[CH:4][CH:3]=1.[CH3:32][C@H:33]1[O:38][C@@H:37]([CH3:39])[CH2:36][NH:35][CH2:34]1.C(=O)([O-])[O-].[Cs+].[Cs+].C1(P(C2C=CC=CC=2)C2C3OC4C(=CC=CC=4P(C4C=CC=CC=4)C4C=CC=CC=4)C(C)(C)C=3C=CC=2)C=CC=CC=1. Product: [CH3:39][C@H:37]1[O:38][C@@H:33]([CH3:32])[CH2:34][N:35]([C:2]2[C:10]3[O:9][CH2:8][C@@H:7]([N:11]([C:26](=[O:31])[C:27]([F:30])([F:29])[F:28])[C:12]4[CH:25]=[CH:24][C:15]5[C@H:16]([CH2:19][C:20]([O:22][CH3:23])=[O:21])[CH2:17][O:18][C:14]=5[CH:13]=4)[C:6]=3[CH:5]=[CH:4][CH:3]=2)[CH2:36]1. The catalyst class is: 101. (2) Reactant: [OH-].[Na+].[CH3:3][C:4]([NH:6][C@@H:7]1[C:17]2[CH:18]=[C:19]([OH:24])C([CH:22]=[CH:23][C:16]=2[C:15]2[C:10](=[CH:11][C:12]([O:29][CH3:30])=[C:13]([O:27][CH3:28])[C:14]=2[O:25][CH3:26])[CH2:9][CH2:8]1)=O)=[O:5].N[C@H](C(O)=O)CC1C=C2C(C=CC=C2)=CC=1.[I:47]I.Cl. Product: [OH:24][C:19]1[C:22]([I:47])=[CH:23][C:16]2[C:15]3[C:14]([O:25][CH3:26])=[C:13]([O:27][CH3:28])[C:12]([O:29][CH3:30])=[CH:11][C:10]=3[CH2:9][CH2:8][C@H:7]([NH:6][C:4](=[O:5])[CH3:3])[C:17]=2[CH:18]=1. The catalyst class is: 6. (3) Reactant: [CH3:1][C:2](C)([O-:4])C.[K+].[Cl-].[CH3:8]OC[P+](C1C=CC=CC=1)(C1C=CC=CC=1)C1C=CC=CC=1.[CH3:30][C:31]1[CH:32]=[C:33]([C:48]2[S:52][C:51](C=O)=[N:50][CH:49]=2)[CH:34]=[C:35]([NH:37][C:38]2[N:43]=[C:42]([C:44]([F:47])([F:46])[F:45])[CH:41]=[CH:40][N:39]=2)[CH:36]=1. The catalyst class is: 7. Product: [CH3:8][O:4]/[CH:2]=[CH:1]/[C:51]1[S:52][C:48]([C:33]2[CH:34]=[C:35]([NH:37][C:38]3[N:43]=[C:42]([C:44]([F:46])([F:45])[F:47])[CH:41]=[CH:40][N:39]=3)[CH:36]=[C:31]([CH3:30])[CH:32]=2)=[CH:49][N:50]=1. (4) Reactant: [Cl:1][C:2]1[CH:7]=[CH:6][C:5]([S:8]([N:11]2[C:20]3[C:15](=[CH:16][CH:17]=[CH:18][CH:19]=3)[C:14](=[O:21])[CH2:13][CH2:12]2)(=[O:10])=[O:9])=[CH:4][CH:3]=1.[C:22](OCC)(=[O:28])[C:23]([O:25][CH2:26][CH3:27])=[O:24].[O-]CC.[Na+]. Product: [Cl:1][C:2]1[CH:3]=[CH:4][C:5]([S:8]([N:11]2[C:20]3[C:15](=[CH:16][CH:17]=[CH:18][CH:19]=3)[C:14](=[O:21])[CH:13]([C:22](=[O:28])[C:23]([O:25][CH2:26][CH3:27])=[O:24])[CH2:12]2)(=[O:9])=[O:10])=[CH:6][CH:7]=1. The catalyst class is: 353. (5) Product: [CH2:1]([C:5]1[CH:6]=[CH:7][C:8]([C:11]#[C:12][C:13]2[CH:18]=[CH:17][C:16]([S:19]([N:22]([CH2:34][CH2:35][CH2:36][CH2:37][CH2:38][CH3:39])[C:23]3[CH:24]=[CH:25][C:26]([F:33])=[C:27]([CH:32]=3)[C:28]([OH:30])=[O:29])(=[O:21])=[O:20])=[CH:15][CH:14]=2)=[CH:9][CH:10]=1)[CH2:2][CH2:3][CH3:4]. Reactant: [CH2:1]([C:5]1[CH:10]=[CH:9][C:8]([C:11]#[C:12][C:13]2[CH:18]=[CH:17][C:16]([S:19]([N:22]([CH2:34][CH2:35][CH2:36][CH2:37][CH2:38][CH3:39])[C:23]3[CH:24]=[CH:25][C:26]([F:33])=[C:27]([CH:32]=3)[C:28]([O:30]C)=[O:29])(=[O:21])=[O:20])=[CH:15][CH:14]=2)=[CH:7][CH:6]=1)[CH2:2][CH2:3][CH3:4].O.[OH-].[Li+].O.Cl. The catalyst class is: 1. (6) Reactant: [OH:1][C:2]1[CH:32]=[CH:31][CH:30]=[CH:29][C:3]=1[CH2:4][N:5]1[C:14]2[C:9](=[CH:10][C:11]([O:15][CH2:16][C:17]#[CH:18])=[CH:12][CH:13]=2)[C:8]([C:19]2[CH:24]=[CH:23][C:22]([CH:25]([CH3:27])[CH3:26])=[CH:21][CH:20]=2)=[N:7][C:6]1=[O:28].C(=O)([O-])[O-].[K+].[K+].[CH3:39][O:40][CH2:41][CH2:42][O:43][CH2:44][CH2:45][O:46][CH2:47][CH2:48]CS([O-])(=O)=O. Product: [CH:25]([C:22]1[CH:21]=[CH:20][C:19]([C:8]2[C:9]3[C:14](=[CH:13][CH:12]=[C:11]([O:15][CH2:16][C:17]#[CH:18])[CH:10]=3)[N:5]([CH2:4][C:3]3[CH:29]=[CH:30][CH:31]=[CH:32][C:2]=3[O:1][CH2:48][CH2:47][O:46][CH2:45][CH2:44][O:43][CH2:42][CH2:41][O:40][CH3:39])[C:6](=[O:28])[N:7]=2)=[CH:24][CH:23]=1)([CH3:26])[CH3:27]. The catalyst class is: 21. (7) Reactant: C1(P(C2C=CC=CC=2)C2C=CC=CC=2)C=CC=CC=1.BrN1C(=O)CCC1=O.[CH:28]1([CH2:33][CH:34]([C:38]2[CH:43]=[CH:42][C:41]([S:44]([CH3:47])(=[O:46])=[O:45])=[C:40]([N:48]3[C:52]([CH3:53])=[N:51][N:50]=[N:49]3)[CH:39]=2)[C:35](O)=[O:36])[CH2:32][CH2:31][CH2:30][CH2:29]1.[NH2:54][C:55]1[S:56][CH:57]=[CH:58][N:59]=1. Product: [CH:28]1([CH2:33][CH:34]([C:38]2[CH:43]=[CH:42][C:41]([S:44]([CH3:47])(=[O:45])=[O:46])=[C:40]([N:48]3[C:52]([CH3:53])=[N:51][N:50]=[N:49]3)[CH:39]=2)[C:35]([NH:54][C:55]2[S:56][CH:57]=[CH:58][N:59]=2)=[O:36])[CH2:29][CH2:30][CH2:31][CH2:32]1. The catalyst class is: 2.